From a dataset of Catalyst prediction with 721,799 reactions and 888 catalyst types from USPTO. Predict which catalyst facilitates the given reaction. (1) Reactant: [CH3:1][O:2][C:3]1[C:11]2[O:10][C:9]([C:12]3[CH:13]=[CH:14][C:15]([O:22][CH2:23][CH2:24][CH3:25])=[C:16]([CH:21]=3)[C:17]([O:19]C)=[O:18])=[CH:8][C:7]=2[CH:6]=[CH:5][CH:4]=1.[OH-].[K+]. Product: [CH3:1][O:2][C:3]1[C:11]2[O:10][C:9]([C:12]3[CH:13]=[CH:14][C:15]([O:22][CH2:23][CH2:24][CH3:25])=[C:16]([CH:21]=3)[C:17]([OH:19])=[O:18])=[CH:8][C:7]=2[CH:6]=[CH:5][CH:4]=1. The catalyst class is: 5. (2) Reactant: [N:1]1([C:6]2[N:11]=[C:10]([CH:12]3[CH2:16][CH2:15][CH2:14][N:13]3[CH2:17][CH2:18][NH2:19])[CH:9]=[C:8]([CH3:20])[N:7]=2)[CH:5]=[CH:4][N:3]=[CH:2]1.[O:21]1[C:26]2[CH:27]=[CH:28][C:29]([CH:31]=O)=[CH:30][C:25]=2[O:24][CH2:23][CH2:22]1.O.C1(C)C=CC(S(O)(=O)=O)=CC=1.C(O[BH-](OC(=O)C)OC(=O)C)(=O)C.[Na+].[OH-].[Na+]. Product: [O:21]1[C:26]2[CH:27]=[CH:28][C:29]([CH2:31][NH:19][CH2:18][CH2:17][N:13]3[CH2:14][CH2:15][CH2:16][CH:12]3[C:10]3[CH:9]=[C:8]([CH3:20])[N:7]=[C:6]([N:1]4[CH:5]=[CH:4][N:3]=[CH:2]4)[N:11]=3)=[CH:30][C:25]=2[O:24][CH2:23][CH2:22]1. The catalyst class is: 225. (3) Reactant: C(OC([N:8]1[CH2:13][CH2:12][O:11][C@@H:10]([C:14]2[CH:19]=[CH:18][C:17]([NH:20][C:21]3[N:26]=[CH:25][C:24]([C:27]([F:30])([F:29])[F:28])=[CH:23][N:22]=3)=[CH:16][CH:15]=2)[CH2:9]1)=O)(C)(C)C.Cl.[OH-].[Na+]. Product: [NH:8]1[CH2:13][CH2:12][O:11][C@@H:10]([C:14]2[CH:19]=[CH:18][C:17]([NH:20][C:21]3[N:22]=[CH:23][C:24]([C:27]([F:30])([F:28])[F:29])=[CH:25][N:26]=3)=[CH:16][CH:15]=2)[CH2:9]1. The catalyst class is: 523. (4) Reactant: [Cl:1][C:2]1[CH:7]=[CH:6][CH:5]=[CH:4][C:3]=1[CH:8]1[CH2:22][C:12]2[N:13]=[C:14]([C:16]3[CH:21]=[CH:20][CH:19]=[CH:18][N:17]=3)[O:15][C:11]=2[CH2:10][CH2:9]1.C(=O)=O.CCCCCC.C(O)(C)C. Product: [Cl:1][C:2]1[CH:7]=[CH:6][CH:5]=[CH:4][C:3]=1[C@@H:8]1[CH2:22][C:12]2[N:13]=[C:14]([C:16]3[CH:21]=[CH:20][CH:19]=[CH:18][N:17]=3)[O:15][C:11]=2[CH2:10][CH2:9]1. The catalyst class is: 5. (5) The catalyst class is: 81. Product: [CH3:31][C:13]1([CH3:14])[CH2:12][O:21][B:16]([C:2]2[CH:9]=[CH:8][C:5]([C:6]#[N:7])=[C:4]([CH3:10])[CH:3]=2)[O:17][CH2:18]1. Reactant: Br[C:2]1[CH:9]=[CH:8][C:5]([C:6]#[N:7])=[C:4]([CH3:10])[CH:3]=1.C([Li])[CH2:12][CH2:13][CH3:14].[B:16](OC(C)C)([O:21]C(C)C)[O:17][CH:18](C)C.Cl.O1CCC[CH2:31]1.